Dataset: Full USPTO retrosynthesis dataset with 1.9M reactions from patents (1976-2016). Task: Predict the reactants needed to synthesize the given product. (1) Given the product [Cl:1][C:2]1[CH:7]=[CH:6][CH:5]=[CH:4][C:3]=1[N:8]([CH3:29])[C:9]([C:11]1[S:28][C:14]2[C:15]3[CH:23]=[CH:22][C:21]([C:24]([N:31]([CH3:32])[CH3:30])=[O:25])=[CH:20][C:16]=3[O:17][CH2:18][CH2:19][C:13]=2[CH:12]=1)=[O:10], predict the reactants needed to synthesize it. The reactants are: [Cl:1][C:2]1[CH:7]=[CH:6][CH:5]=[CH:4][C:3]=1[N:8]([CH3:29])[C:9]([C:11]1[S:28][C:14]2[C:15]3[CH:23]=[CH:22][C:21]([C:24](OC)=[O:25])=[CH:20][C:16]=3[O:17][CH2:18][CH2:19][C:13]=2[CH:12]=1)=[O:10].[CH3:30][NH:31][CH3:32]. (2) Given the product [C:15]1([CH3:14])[CH:20]=[C:19]([CH3:21])[CH:18]=[C:17]([CH3:22])[C:16]=1[S:23]([N:11]1[CH2:12][CH2:13][N:8]([CH:5]2[CH2:4][CH2:3][N:2]([CH3:1])[CH2:7][CH2:6]2)[CH2:9][CH2:10]1)(=[O:24])=[O:25], predict the reactants needed to synthesize it. The reactants are: [CH3:1][N:2]1[CH2:7][CH2:6][CH:5]([N:8]2[CH2:13][CH2:12][NH:11][CH2:10][CH2:9]2)[CH2:4][CH2:3]1.[CH3:14][C:15]1[CH:20]=[C:19]([CH3:21])[CH:18]=[C:17]([CH3:22])[C:16]=1[S:23](Cl)(=[O:25])=[O:24].C(N(CC)C(C)C)(C)C. (3) Given the product [Br:9][C:5]1[CH:6]=[C:7]([NH2:8])[C:2]2[N:3]([CH:11]=[CH:12][N:1]=2)[CH:4]=1, predict the reactants needed to synthesize it. The reactants are: [NH2:1][C:2]1[C:7]([NH2:8])=[CH:6][C:5]([Br:9])=[CH:4][N:3]=1.Cl[CH2:11][CH:12]=O.O. (4) Given the product [Cl:13][C:5]1[CH:4]=[C:3]([CH:8]=[C:7]([C:9]([F:12])([F:11])[F:10])[CH:6]=1)[CH2:2][O:14][CH2:15][C:16]1([C:29]2[CH:30]=[CH:31][CH:32]=[CH:33][CH:34]=2)[CH2:21][CH2:20][N:19]([C:22]([O:24][C:25]([CH3:27])([CH3:28])[CH3:26])=[O:23])[CH2:18][CH2:17]1, predict the reactants needed to synthesize it. The reactants are: Br[CH2:2][C:3]1[CH:8]=[C:7]([C:9]([F:12])([F:11])[F:10])[CH:6]=[C:5]([Cl:13])[CH:4]=1.[OH:14][CH2:15][C:16]1([C:29]2[CH:34]=[CH:33][CH:32]=[CH:31][CH:30]=2)[CH2:21][CH2:20][N:19]([C:22]([O:24][C:25]([CH3:28])([CH3:27])[CH3:26])=[O:23])[CH2:18][CH2:17]1.[H-].[Na+]. (5) Given the product [F:1][C:2]1[C:31]([O:32][CH3:33])=[CH:30][C:29]([O:34][CH3:35])=[C:28]([F:36])[C:3]=1[CH2:4][O:5][C:6]1[CH:7]=[N:8][C:9]([NH:12][C:13]2[N:17]([CH:18]3[CH2:23][CH2:22][CH2:21][CH2:20][O:19]3)[N:16]=[C:15]([C:24]([OH:26])=[O:25])[CH:14]=2)=[N:10][CH:11]=1, predict the reactants needed to synthesize it. The reactants are: [F:1][C:2]1[C:31]([O:32][CH3:33])=[CH:30][C:29]([O:34][CH3:35])=[C:28]([F:36])[C:3]=1[CH2:4][O:5][C:6]1[CH:7]=[N:8][C:9]([NH:12][C:13]2[N:17]([CH:18]3[CH2:23][CH2:22][CH2:21][CH2:20][O:19]3)[N:16]=[C:15]([C:24]([O:26]C)=[O:25])[CH:14]=2)=[N:10][CH:11]=1.C(O)C.[OH-].[Na+].Cl.